From a dataset of Reaction yield outcomes from USPTO patents with 853,638 reactions. Predict the reaction yield, written as a fraction of the theoretical maximum amount of product (1.0 means a 100% yield; for example, 0.34 means a 34% yield). The reactants are [CH3:1][O:2][C:3]1[S:7][C:6]2=[N:8][C:9]([C:11]([OH:13])=O)=[CH:10][N:5]2[N:4]=1.C(Cl)(=O)C([Cl:17])=O. The yield is 1.00. The catalyst is C(Cl)Cl.CN(C=O)C. The product is [CH3:1][O:2][C:3]1[S:7][C:6]2=[N:8][C:9]([C:11]([Cl:17])=[O:13])=[CH:10][N:5]2[N:4]=1.